Dataset: NCI-60 drug combinations with 297,098 pairs across 59 cell lines. Task: Regression. Given two drug SMILES strings and cell line genomic features, predict the synergy score measuring deviation from expected non-interaction effect. Drug 2: C(=O)(N)NO. Synergy scores: CSS=-0.995, Synergy_ZIP=0.136, Synergy_Bliss=-0.525, Synergy_Loewe=-0.763, Synergy_HSA=-1.27. Drug 1: CNC(=O)C1=CC=CC=C1SC2=CC3=C(C=C2)C(=NN3)C=CC4=CC=CC=N4. Cell line: T-47D.